From a dataset of Forward reaction prediction with 1.9M reactions from USPTO patents (1976-2016). Predict the product of the given reaction. (1) Given the reactants [C:1]([O:5][C:6](=[O:21])[NH:7][CH2:8][C:9]1[C:18]2[CH2:17][CH2:16][CH2:15][C:14](=[O:19])[C:13]=2[CH:12]=[CH:11][C:10]=1[OH:20])([CH3:4])([CH3:3])[CH3:2].[N:22]1([CH2:27][C@@H:28]([C:30]2[CH:35]=[CH:34][CH:33]=[CH:32][CH:31]=2)O)[CH:26]=[CH:25][N:24]=[CH:23]1.C1(P(C2C=CC=CC=2)C2C=CC=CC=2)C=CC=CC=1.CCOC(/N=N/C(OCC)=O)=O, predict the reaction product. The product is: [C:1]([O:5][C:6](=[O:21])[NH:7][CH2:8][C:9]1[C:18]2[CH2:17][CH2:16][CH2:15][C:14](=[O:19])[C:13]=2[CH:12]=[CH:11][C:10]=1[O:20][C@@H:28]([C:30]1[CH:35]=[CH:34][CH:33]=[CH:32][CH:31]=1)[CH2:27][N:22]1[CH:26]=[CH:25][N:24]=[CH:23]1)([CH3:4])([CH3:2])[CH3:3]. (2) Given the reactants [Cl:1][C:2]1[CH:24]=[CH:23][C:5]2[N:6]=[C:7]([NH:9][C:10]3[N:14]([CH3:15])[C:13]4[CH:16]=[CH:17][C:18]([C:20](O)=[O:21])=[CH:19][C:12]=4[N:11]=3)[S:8][C:4]=2[CH:3]=1.Cl.[CH3:26][O:27][C:28](=[O:31])[CH2:29][NH2:30].CN(C(ON1N=NC2C=CC=CC1=2)=[N+](C)C)C.F[P-](F)(F)(F)(F)F.CCN(C(C)C)C(C)C, predict the reaction product. The product is: [CH3:26][O:27][C:28](=[O:31])[CH2:29][NH:30][C:20]([C:18]1[CH:17]=[CH:16][C:13]2[N:14]([CH3:15])[C:10]([NH:9][C:7]3[S:8][C:4]4[CH:3]=[C:2]([Cl:1])[CH:24]=[CH:23][C:5]=4[N:6]=3)=[N:11][C:12]=2[CH:19]=1)=[O:21]. (3) Given the reactants [CH2:1]([NH2:6])[CH2:2][CH:3]([CH3:5])[CH3:4].[CH:7]1([CH:10]=O)[CH2:9][CH2:8]1, predict the reaction product. The product is: [CH:7]1([CH2:10][NH:6][CH2:1][CH2:2][CH:3]([CH3:5])[CH3:4])[CH2:9][CH2:8]1. (4) Given the reactants C([N:8]1[CH2:13][CH2:12][O:11][C@H:10]([CH2:14][C:15]2[CH:20]=[CH:19][CH:18]=[CH:17][C:16]=2[O:21][CH:22]([F:24])[F:23])[CH2:9]1)(OC(C)(C)C)=O.Cl, predict the reaction product. The product is: [F:24][CH:22]([F:23])[O:21][C:16]1[CH:17]=[CH:18][CH:19]=[CH:20][C:15]=1[CH2:14][C@H:10]1[O:11][CH2:12][CH2:13][NH:8][CH2:9]1.